This data is from Forward reaction prediction with 1.9M reactions from USPTO patents (1976-2016). The task is: Predict the product of the given reaction. (1) Given the reactants Cl[C:2]1[C:3]([C:12]([NH:14][C:15]2[CH:16]=[CH:17][C:18]([C:21]([O:23]C)=[O:22])=[N:19][CH:20]=2)=[O:13])=[N:4][C:5]2[C:10]([N:11]=1)=[CH:9][CH:8]=[CH:7][CH:6]=2.[CH3:25][O:26][C:27]1[CH:32]=[C:31]([O:33][CH3:34])[CH:30]=[CH:29][C:28]=1[OH:35].C(=O)([O-])[O-].[K+].[K+].[OH-].[Na+], predict the reaction product. The product is: [CH3:25][O:26][C:27]1[CH:32]=[C:31]([O:33][CH3:34])[CH:30]=[CH:29][C:28]=1[O:35][C:2]1[C:3]([C:12]([NH:14][C:15]2[CH:16]=[CH:17][C:18]([C:21]([OH:23])=[O:22])=[N:19][CH:20]=2)=[O:13])=[N:4][C:5]2[C:10]([N:11]=1)=[CH:9][CH:8]=[CH:7][CH:6]=2. (2) Given the reactants [CH3:1][C:2]1[CH:3]=[C:4]([C:9]2[CH:10]=[N:11][N:12]3[C:17]([C:18]4[CH:23]=[CH:22][CH:21]=[C:20]([C:24]5[NH:28][N:27]=[N:26][N:25]=5)[CH:19]=4)=[CH:16][CH:15]=[N:14][C:13]=23)[CH:5]=[C:6]([CH3:8])[CH:7]=1.Br[CH2:30][C:31]1[CH:32]=[N:33][CH:34]=[CH:35][CH:36]=1, predict the reaction product. The product is: [CH3:8][C:6]1[CH:5]=[C:4]([C:9]2[CH:10]=[N:11][N:12]3[C:17]([C:18]4[CH:23]=[CH:22][CH:21]=[C:20]([C:24]5[N:25]=[N:26][N:27]([CH2:30][C:31]6[CH:32]=[N:33][CH:34]=[CH:35][CH:36]=6)[N:28]=5)[CH:19]=4)=[CH:16][CH:15]=[N:14][C:13]=23)[CH:3]=[C:2]([CH3:1])[CH:7]=1. (3) Given the reactants [NH2:1][C:2]1[CH:7]=[CH:6][C:5]([OH:8])=[CH:4][CH:3]=1.[H-].[Na+].[H][H].[F:13][C:14]1[CH:19]=[C:18](F)[N:17]=[CH:16][N:15]=1, predict the reaction product. The product is: [F:13][C:14]1[N:15]=[CH:16][N:17]=[C:18]([O:8][C:5]2[CH:6]=[CH:7][C:2]([NH2:1])=[CH:3][CH:4]=2)[CH:19]=1. (4) The product is: [F:40][C:39]([F:42])([F:41])[C:37]([OH:43])=[O:38].[C:8]([C:10]1[S:11][C:12]([S:34][CH3:35])=[C:13]([S:15]([C:18]2[CH:19]=[C:20]([C:24]3[CH:29]=[CH:28][C:27]([C:30]([NH2:31])=[O:32])=[CH:26][C:25]=3[CH3:33])[CH:21]=[CH:22][CH:23]=2)(=[O:16])=[O:17])[CH:14]=1)(=[NH:7])[NH2:9]. Given the reactants C(OC(=O)[NH:7][C:8]([C:10]1[S:11][C:12]([S:34][CH3:35])=[C:13]([S:15]([C:18]2[CH:19]=[C:20]([C:24]3[CH:29]=[CH:28][C:27]([C:30](=[O:32])[NH2:31])=[CH:26][C:25]=3[CH3:33])[CH:21]=[CH:22][CH:23]=2)(=[O:17])=[O:16])[CH:14]=1)=[NH:9])(C)(C)C.[C:37]([OH:43])([C:39]([F:42])([F:41])[F:40])=[O:38], predict the reaction product. (5) Given the reactants [O:1]=[C:2]1[CH2:7][CH2:6][CH2:5][CH:4]([C:8]([OH:10])=[O:9])[CH2:3]1.[Si](C=[N+]=[N-])(C)(C)[CH3:12].CO, predict the reaction product. The product is: [O:1]=[C:2]1[CH2:7][CH2:6][CH2:5][CH:4]([C:8]([O:10][CH3:12])=[O:9])[CH2:3]1.